The task is: Predict the reactants needed to synthesize the given product.. This data is from Full USPTO retrosynthesis dataset with 1.9M reactions from patents (1976-2016). (1) The reactants are: [F:1][C:2]1[C:3]([O:20][CH3:21])=[C:4]([C@H:8]([CH2:18][CH3:19])[CH2:9][C@:10]([OH:17])([C:13]([F:16])([F:15])[F:14])[CH:11]=O)[CH:5]=[CH:6][CH:7]=1.[NH2:22][C:23]1[CH:32]=[CH:31][CH:30]=[C:29]2[C:24]=1[CH:25]=[N:26][C:27]([CH3:33])=[N:28]2.O. Given the product [F:1][C:2]1[C:3]([O:20][CH3:21])=[C:4]([C@H:8]([CH2:18][CH3:19])[CH2:9][C@@:10]([C:13]([F:14])([F:15])[F:16])([OH:17])[CH:11]=[N:22][C:23]2[CH:32]=[CH:31][CH:30]=[C:29]3[C:24]=2[CH:25]=[N:26][C:27]([CH3:33])=[N:28]3)[CH:5]=[CH:6][CH:7]=1, predict the reactants needed to synthesize it. (2) Given the product [CH2:13]([C:17]1[CH:23]=[CH:22][C:20]([NH:21][C:2]2[C:10]([F:11])=[C:9]([F:12])[CH:8]=[CH:7][C:3]=2[C:4]([OH:6])=[O:5])=[C:19]([F:24])[CH:18]=1)[CH2:14][CH2:15][CH3:16], predict the reactants needed to synthesize it. The reactants are: F[C:2]1[C:10]([F:11])=[C:9]([F:12])[CH:8]=[CH:7][C:3]=1[C:4]([OH:6])=[O:5].[CH2:13]([C:17]1[CH:23]=[CH:22][C:20]([NH2:21])=[C:19]([F:24])[CH:18]=1)[CH2:14][CH2:15][CH3:16].[Li+].C[Si]([N-][Si](C)(C)C)(C)C. (3) Given the product [CH3:12][O:11][C:8]1[CH:9]=[CH:10][C:2]2[NH:1][C:14](=[O:13])[O:5][C:4](=[O:6])[C:3]=2[CH:7]=1, predict the reactants needed to synthesize it. The reactants are: [NH2:1][C:2]1[CH:10]=[CH:9][C:8]([O:11][CH3:12])=[CH:7][C:3]=1[C:4]([OH:6])=[O:5].[O:13]1CCOC[CH2:14]1. (4) Given the product [CH3:9][C:4]1[CH:3]=[C:2]([CH:7]=[CH:6][C:5]=1[O:8][C:11]1[N:12]=[N:13][CH:14]=[CH:15][CH:16]=1)[NH2:1], predict the reactants needed to synthesize it. The reactants are: [NH2:1][C:2]1[CH:7]=[CH:6][C:5]([OH:8])=[C:4]([CH3:9])[CH:3]=1.Cl[C:11]1[N:12]=[N:13][CH:14]=[CH:15][CH:16]=1.C(=O)([O-])[O-].[K+].[K+].